This data is from Forward reaction prediction with 1.9M reactions from USPTO patents (1976-2016). The task is: Predict the product of the given reaction. (1) Given the reactants Br[C:2]1[CH:3]=[C:4]2[C:8](=[CH:9][CH:10]=1)[C:7](=[O:11])[N:6]([CH2:12][CH:13]([F:15])[F:14])[CH2:5]2.[CH3:16]B1OB(C)OB(C)O1.P([O-])([O-])([O-])=O.[K+].[K+].[K+], predict the reaction product. The product is: [F:14][CH:13]([F:15])[CH2:12][N:6]1[CH2:5][C:4]2[C:8](=[CH:9][CH:10]=[C:2]([CH3:16])[CH:3]=2)[C:7]1=[O:11]. (2) Given the reactants [CH3:1][O:2][C@:3]12[CH2:19][N:18](C(OC(C)(C)C)=O)[CH2:17][C@H:4]1[N:5]([C:8]([O:10][C@@H:11]([CH3:16])[C:12]([F:15])([F:14])[F:13])=[O:9])[CH2:6][CH2:7]2.C(O)(C(F)(F)F)=O.C([O-])(O)=O.[Na+], predict the reaction product. The product is: [CH3:1][O:2][C@:3]12[CH2:19][NH:18][CH2:17][C@H:4]1[N:5]([C:8]([O:10][C@@H:11]([CH3:16])[C:12]([F:15])([F:14])[F:13])=[O:9])[CH2:6][CH2:7]2. (3) Given the reactants [NH2:1][C:2]1[CH:3]=[C:4]([CH:8]=[CH:9][C:10]=1[Cl:11])[C:5]([OH:7])=O.[CH2:12]1[C@H:21]2[C@H:16]([CH2:17][CH2:18][C:19]3[CH:25]=[CH:24][CH:23]=[CH:22][C:20]=32)[NH:15][CH2:14][CH2:13]1.F[P-](F)(F)(F)(F)F.N1(OC(N(C)C)=[N+](C)C)C2N=CC=CC=2N=N1, predict the reaction product. The product is: [NH2:1][C:2]1[CH:3]=[C:4]([C:5]([N:15]2[C@@H:16]3[C@@H:21]([C:20]4[CH:22]=[CH:23][CH:24]=[CH:25][C:19]=4[CH2:18][CH2:17]3)[CH2:12][CH2:13][CH2:14]2)=[O:7])[CH:8]=[CH:9][C:10]=1[Cl:11]. (4) Given the reactants C([NH:8][C@H:9]([C:13]([OH:15])=[O:14])[CH:10]([CH3:12])[CH3:11])(OC(C)(C)C)=O.C1(N=C=NC2CCCCC2)CCCCC1.O[CH2:32][C@H:33]([CH2:46][CH2:47][O:48][C:49](=[O:67])[CH2:50][CH2:51][CH2:52][CH2:53][CH2:54][CH2:55][CH2:56][CH2:57][CH2:58][CH2:59][CH2:60][CH2:61][CH2:62][CH2:63][CH2:64][CH2:65][CH3:66])[CH2:34][N:35]1[CH:43]=[N:42][C:41]2[C:40](=[O:44])[NH:39][C:38]([NH2:45])=[N:37][C:36]1=2.CN(C)C=O, predict the reaction product. The product is: [NH2:8][C@H:9]([C:13]([O:15][CH2:32][C@H:33]([CH2:46][CH2:47][O:48][C:49](=[O:67])[CH2:50][CH2:51][CH2:52][CH2:53][CH2:54][CH2:55][CH2:56][CH2:57][CH2:58][CH2:59][CH2:60][CH2:61][CH2:62][CH2:63][CH2:64][CH2:65][CH3:66])[CH2:34][N:35]1[CH:43]=[N:42][C:41]2[C:40](=[O:44])[NH:39][C:38]([NH2:45])=[N:37][C:36]1=2)=[O:14])[CH:10]([CH3:11])[CH3:12]. (5) Given the reactants Br[C:2]1[N:10]2[C:5]([CH:6]=[CH:7][C:8]([C:11]#[N:12])=[CH:9]2)=[CH:4][C:3]=1[CH3:13].Br[CH2:15][C:16]([O:18][C:19]([CH3:22])([CH3:21])[CH3:20])=[O:17], predict the reaction product. The product is: [C:19]([O:18][C:16](=[O:17])[CH2:15][C:2]1[N:10]2[C:5]([CH:6]=[CH:7][C:8]([C:11]#[N:12])=[CH:9]2)=[CH:4][C:3]=1[CH3:13])([CH3:22])([CH3:21])[CH3:20]. (6) Given the reactants [F:1][C:2]1[CH:7]=[CH:6][CH:5]=[CH:4][C:3]=1[O:8]C.Cl[C:11](=[O:24])[CH2:12][C:13]1[CH:22]=[CH:21][C:16]([C:17]([O:19]C)=[O:18])=[CH:15][C:14]=1[F:23], predict the reaction product. The product is: [F:23][C:14]1[CH:15]=[C:16]([CH:21]=[CH:22][C:13]=1[CH2:12][C:11]([C:6]1[CH:5]=[CH:4][C:3]([OH:8])=[C:2]([F:1])[CH:7]=1)=[O:24])[C:17]([OH:19])=[O:18]. (7) Given the reactants [N:1]1[CH:6]=[C:5]([O:7][C:8]2[CH:9]=[C:10]([NH:14]C(=O)OC(C)(C)C)[CH:11]=[N:12][CH:13]=2)[CH:4]=[N:3][CH:2]=1.[ClH:22], predict the reaction product. The product is: [ClH:22].[N:1]1[CH:6]=[C:5]([O:7][C:8]2[CH:9]=[C:10]([NH2:14])[CH:11]=[N:12][CH:13]=2)[CH:4]=[N:3][CH:2]=1.